This data is from Reaction yield outcomes from USPTO patents with 853,638 reactions. The task is: Predict the reaction yield, written as a fraction of the theoretical maximum amount of product (1.0 means a 100% yield; for example, 0.34 means a 34% yield). (1) The product is [Cl:19][C:20]1[CH:35]=[CH:34][C:33]([Cl:36])=[CH:32][C:21]=1[O:22][C:23]1[C:24]([C:6]([N:8]2[C:17]3[C:12](=[CH:13][CH:14]=[CH:15][CH:16]=3)[C:11](=[CH2:18])[CH2:10][CH2:9]2)=[O:7])=[CH:28][CH:29]=[CH:30][N:31]=1. The reactants are C(O[C:6]([N:8]1[C:17]2[C:12](=[CH:13][CH:14]=[CH:15][CH:16]=2)[C:11](=[CH2:18])[CH2:10][CH2:9]1)=[O:7])(C)(C)C.[Cl:19][C:20]1[CH:35]=[CH:34][C:33]([Cl:36])=[CH:32][C:21]=1[O:22][C:23]1[N:31]=[CH:30][CH:29]=[CH:28][C:24]=1C(O)=O.C(N(C(C)C)C(C)C)C.CN(C(ON1N=NC2C=CC=NC1=2)=[N+](C)C)C.F[P-](F)(F)(F)(F)F. The catalyst is Cl.O1CCOCC1. The yield is 0.0700. (2) The reactants are [Cl:1][C:2]1[C:7](I)=[CH:6][C:5]([NH:9][CH2:10][C:11]([N:13]2[CH2:18][CH2:17][N:16]([CH:19]3[CH2:22][N:21]([C:23]([O:25][C:26]([CH3:29])([CH3:28])[CH3:27])=[O:24])[CH2:20]3)[CH2:15][CH2:14]2)=[O:12])=[C:4]([O:30][CH3:31])[CH:3]=1.[Br-].[CH:33]1([Zn+])[CH2:36][CH2:35][CH2:34]1.COC1C=CC=C(OC)C=1C1C=CC=CC=1P(C1CCCCC1)C1CCCCC1. The catalyst is C1COCC1.CC([O-])=O.CC([O-])=O.[Pd+2]. The product is [Cl:1][C:2]1[C:7]([CH:33]2[CH2:36][CH2:35][CH2:34]2)=[CH:6][C:5]([NH:9][CH2:10][C:11]([N:13]2[CH2:18][CH2:17][N:16]([CH:19]3[CH2:22][N:21]([C:23]([O:25][C:26]([CH3:29])([CH3:28])[CH3:27])=[O:24])[CH2:20]3)[CH2:15][CH2:14]2)=[O:12])=[C:4]([O:30][CH3:31])[CH:3]=1. The yield is 0.980. (3) The reactants are C([O:3][C:4](=O)[CH:5]([NH:18][C:19]([C:21]1[C:26]2[O:27][CH2:28][CH2:29][CH2:30][CH2:31][C:25]=2[CH:24]=[C:23]([C:32]2[CH:37]=[C:36]([C:38](=[O:41])[NH:39][CH3:40])[CH:35]=[C:34]([F:42])[CH:33]=2)[CH:22]=1)=[O:20])[CH2:6][C:7]1[C:15]2[C:10](=[C:11]([F:17])[CH:12]=[C:13]([F:16])[CH:14]=2)[NH:9][CH:8]=1)C.[BH4-].[Li+].CO. The catalyst is C1COCC1. The product is [F:16][C:13]1[CH:14]=[C:15]2[C:10](=[C:11]([F:17])[CH:12]=1)[NH:9][CH:8]=[C:7]2[CH2:6][CH:5]([NH:18][C:19]([C:21]1[C:26]2[O:27][CH2:28][CH2:29][CH2:30][CH2:31][C:25]=2[CH:24]=[C:23]([C:32]2[CH:37]=[C:36]([C:38](=[O:41])[NH:39][CH3:40])[CH:35]=[C:34]([F:42])[CH:33]=2)[CH:22]=1)=[O:20])[CH2:4][OH:3]. The yield is 0.720.